This data is from Forward reaction prediction with 1.9M reactions from USPTO patents (1976-2016). The task is: Predict the product of the given reaction. (1) Given the reactants [F:1][C:2]1[CH:3]=[CH:4][C:5]([N+:15]([O-])=O)=[C:6]([NH:8][C:9]2[N:10]([CH3:14])[N:11]=[CH:12][CH:13]=2)[CH:7]=1, predict the reaction product. The product is: [F:1][C:2]1[CH:7]=[C:6]([NH:8][C:9]2[N:10]([CH3:14])[N:11]=[CH:12][CH:13]=2)[C:5]([NH2:15])=[CH:4][CH:3]=1. (2) Given the reactants [NH2:1][C:2]1[S:3][C:4]2[N:5]=[C:6]([N:11]([CH:26]3[CH2:28][CH2:27]3)[C:12]3[CH:13]=[C:14]([NH:18][C:19](=[O:25])[O:20][C:21]([CH3:24])([CH3:23])[CH3:22])[CH:15]=[CH:16][CH:17]=3)[N:7]=[CH:8][C:9]=2[N:10]=1.[C:29](Cl)(=[O:31])[CH3:30].O, predict the reaction product. The product is: [C:21]([O:20][C:19](=[O:25])[NH:18][C:14]1[CH:15]=[CH:16][CH:17]=[C:12]([N:11]([C:6]2[N:7]=[CH:8][C:9]3[N:10]=[C:2]([NH:1][C:29](=[O:31])[CH3:30])[S:3][C:4]=3[N:5]=2)[CH:26]2[CH2:28][CH2:27]2)[CH:13]=1)([CH3:24])([CH3:23])[CH3:22]. (3) Given the reactants [Br:1][C:2]1[CH:3]=[CH:4][C:5]([NH:19][CH2:20][C:21]2[CH:26]=[CH:25][C:24]([O:27][CH3:28])=[CH:23][C:22]=2[O:29][CH3:30])=[C:6]([CH:8]([C:10]2[CH:15]=[CH:14][CH:13]=[C:12]([O:16][CH3:17])[C:11]=2[Cl:18])[OH:9])[CH:7]=1.C(=O)([O-])O.[Na+].Cl/[C:37](=[CH:43]\[C:44]([O-])=[O:45])/[C:38]([O:40][CH2:41][CH3:42])=[O:39], predict the reaction product. The product is: [Br:1][C:2]1[CH:3]=[CH:4][C:5]2[N:19]([CH2:20][C:21]3[CH:26]=[CH:25][C:24]([O:27][CH3:28])=[CH:23][C:22]=3[O:29][CH3:30])[C:44](=[O:45])[C@@H:43]([CH2:37][C:38]([O:40][CH2:41][CH3:42])=[O:39])[O:9][C@H:8]([C:10]3[CH:15]=[CH:14][CH:13]=[C:12]([O:16][CH3:17])[C:11]=3[Cl:18])[C:6]=2[CH:7]=1. (4) Given the reactants [CH:1]1([N:7]2[CH2:11][C@@H:10]([C:12]3[CH:17]=[CH:16][CH:15]=[CH:14][CH:13]=3)[N:9]([CH:18]3[CH2:23][CH2:22][NH:21][CH2:20][CH2:19]3)[C:8]2=[O:24])[CH2:6][CH2:5][CH2:4][CH2:3]C1.C(OC(=O)N[C@H](C1C=CC=C([Cl:41])C=1)CN)(C)(C)C.C(OC(=O)NC(C1C=CC=CC=1)CN)(C)(C)C.C1(=O)CCCC1.C1(=O)CCCCC1, predict the reaction product. The product is: [Cl:41][C:14]1[CH:13]=[C:12]([C@@H:10]2[CH2:11][N:7]([CH:1]3[CH2:6][CH2:5][CH2:4][CH2:3]3)[C:8](=[O:24])[N:9]2[CH:18]2[CH2:23][CH2:22][NH:21][CH2:20][CH2:19]2)[CH:17]=[CH:16][CH:15]=1. (5) Given the reactants C[O:2][C:3]([CH2:5][NH:6][C:7]1[N:12]=[CH:11][C:10](/[CH:13]=[CH:14]/[C:15]([N:17]([CH3:29])[CH2:18][C:19]2[C:27]3[C:22](=[CH:23][CH:24]=[CH:25][CH:26]=3)[NH:21][C:20]=2[CH3:28])=[O:16])=[CH:9][CH:8]=1)=[O:4].[OH-].[Na+].Cl, predict the reaction product. The product is: [C:3]([CH2:5][NH:6][C:7]1[N:12]=[CH:11][C:10](/[CH:13]=[CH:14]/[C:15]([N:17]([CH3:29])[CH2:18][C:19]2[C:27]3[C:22](=[CH:23][CH:24]=[CH:25][CH:26]=3)[NH:21][C:20]=2[CH3:28])=[O:16])=[CH:9][CH:8]=1)([OH:4])=[O:2]. (6) Given the reactants Cl[C:2]1[C:11]2[C:6](=[CH:7][C:8]([C:14]3[C:15]([CH3:20])=[N:16][O:17][C:18]=3[CH3:19])=[C:9]([O:12][CH3:13])[CH:10]=2)[N:5]=[CH:4][C:3]=1[N+:21]([O-:23])=[O:22].[NH2:24][CH2:25][C:26]1[CH:31]=[CH:30][CH:29]=[CH:28][N:27]=1, predict the reaction product. The product is: [CH3:20][C:15]1[C:14]([C:8]2[CH:7]=[C:6]3[C:11]([C:2]([NH:24][CH2:25][C:26]4[CH:31]=[CH:30][CH:29]=[CH:28][N:27]=4)=[C:3]([N+:21]([O-:23])=[O:22])[CH:4]=[N:5]3)=[CH:10][C:9]=2[O:12][CH3:13])=[C:18]([CH3:19])[O:17][N:16]=1. (7) Given the reactants [Cl:1][C:2]1[CH:7]=[CH:6][C:5]([C:8]2[C:17]3[C:12](=[CH:13][CH:14]=[CH:15][CH:16]=3)[N:11]=[C:10]([NH:18][CH2:19][CH2:20][CH2:21][N:22]3[CH2:27][CH2:26][NH:25][CH2:24][CH2:23]3)[N:9]=2)=[CH:4][CH:3]=1.[CH3:28][O:29][C:30]1[CH:31]=[C:32]([CH:36]=[CH:37][CH:38]=1)[C:33](Cl)=[O:34], predict the reaction product. The product is: [Cl:1][C:2]1[CH:7]=[CH:6][C:5]([C:8]2[C:17]3[C:12](=[CH:13][CH:14]=[CH:15][CH:16]=3)[N:11]=[C:10]([NH:18][CH2:19][CH2:20][CH2:21][N:22]3[CH2:27][CH2:26][N:25]([C:33]([C:32]4[CH:36]=[CH:37][CH:38]=[C:30]([O:29][CH3:28])[CH:31]=4)=[O:34])[CH2:24][CH2:23]3)[N:9]=2)=[CH:4][CH:3]=1. (8) Given the reactants C[Mg]Cl.[CH3:4][C:5]([OH:8])([CH3:7])[CH3:6].[Cl:9][C:10]1[N:15]=[N:14]C(C(OC)=O)=[CH:12][CH:11]=1.Cl, predict the reaction product. The product is: [Cl:9][C:10]1[N:15]=[N:14][C:4]([C:5]([OH:8])([CH3:7])[CH3:6])=[CH:12][CH:11]=1.